This data is from Forward reaction prediction with 1.9M reactions from USPTO patents (1976-2016). The task is: Predict the product of the given reaction. (1) Given the reactants [N+:1]([C:4]1[C:8]2[CH:9]=[CH:10][CH:11]=[CH:12][C:7]=2[S:6][C:5]=1[S:13]([O-:16])(=[O:15])=[O:14])([O-:3])=[O:2].C(=O)([O-])[O-].[Ag+2:21].CCCCCC.C(OCC)(=O)C, predict the reaction product. The product is: [N+:1]([C:4]1[C:8]2[CH:9]=[CH:10][CH:11]=[CH:12][C:7]=2[S:6][C:5]=1[S:13]([O-:16])(=[O:14])=[O:15])([O-:3])=[O:2].[Ag+:21]. (2) The product is: [Cl:16][C:17]1[CH:18]=[CH:19][C:20]([C:23]2[N:27]=[C:26]([CH2:28][N:29]([CH:30]([CH3:32])[CH3:31])[C:9](=[O:10])[CH2:8][O:7][C:6]3[CH:12]=[CH:13][C:3]([C:2]([F:15])([F:14])[F:1])=[CH:4][CH:5]=3)[O:25][N:24]=2)=[CH:21][CH:22]=1. Given the reactants [F:1][C:2]([F:15])([F:14])[C:3]1[CH:13]=[CH:12][C:6]([O:7][CH2:8][C:9](Cl)=[O:10])=[CH:5][CH:4]=1.[Cl:16][C:17]1[CH:22]=[CH:21][C:20]([C:23]2[N:27]=[C:26]([CH2:28][NH:29][CH:30]([CH3:32])[CH3:31])[O:25][N:24]=2)=[CH:19][CH:18]=1.C(N(CC)CC)C, predict the reaction product. (3) Given the reactants [Cl:1][C:2]1[CH:7]=[CH:6][C:5]([C:8]2[N:13]=[C:12]3[C:14](=[O:18])[O:15][C:16](=[O:17])[C:11]3=[N:10][C:9]=2[C:19]2[CH:24]=[CH:23][C:22]([Cl:25])=[CH:21][CH:20]=2)=[CH:4][CH:3]=1.[CH2:26](O)[CH2:27][CH2:28][CH3:29].CN(C(ON1[N:47]=[N:46][C:41]2C=[CH:43][CH:44]=[CH:45][C:40]1=2)=[N+](C)C)C.F[P-](F)(F)(F)(F)F.N1(N)CCCCC1.CCN(C(C)C)C(C)C, predict the reaction product. The product is: [Cl:1][C:2]1[CH:7]=[CH:6][C:5]([C:8]2[N:13]=[C:12]([C:14]([NH:47][N:46]3[CH2:43][CH2:44][CH2:45][CH2:40][CH2:41]3)=[O:18])[C:11]([C:16]([O:15][CH2:26][CH2:27][CH2:28][CH3:29])=[O:17])=[N:10][C:9]=2[C:19]2[CH:24]=[CH:23][C:22]([Cl:25])=[CH:21][CH:20]=2)=[CH:4][CH:3]=1.